This data is from Forward reaction prediction with 1.9M reactions from USPTO patents (1976-2016). The task is: Predict the product of the given reaction. (1) The product is: [CH:64]1([C:59]2[CH:60]=[C:61]3[C:56](=[CH:57][CH:58]=2)[C:55](=[O:67])[N:54]([C:40]2[CH:41]=[CH:42][CH:43]=[C:44]([C:6]4[CH:5]=[C:4]([NH:17][C:18]5[CH:23]=[CH:22][C:21]([CH2:24][N:25]6[CH2:26][CH2:27][O:28][CH2:29][CH2:30]6)=[CH:20][N:19]=5)[C:3](=[O:31])[N:2]([CH3:1])[CH:7]=4)[C:39]=2[CH2:38][OH:37])[CH:63]=[CH:62]3)[CH2:66][CH2:65]1. Given the reactants [CH3:1][N:2]1[CH:7]=[C:6](B2OC(C)(C)C(C)(C)O2)[CH:5]=[C:4]([NH:17][C:18]2[CH:23]=[CH:22][C:21]([CH2:24][N:25]3[CH2:30][CH2:29][O:28][CH2:27][CH2:26]3)=[CH:20][N:19]=2)[C:3]1=[O:31].C([SiH2][O:37][C:38](C)(C)[C:39]1[C:44](B2OC(C)(C)C(C)(C)O2)=[CH:43][CH:42]=[CH:41][C:40]=1[N:54]1[CH:63]=[CH:62][C:61]2[C:56](=[CH:57][CH:58]=[C:59]([CH:64]3[CH2:66][CH2:65]3)[CH:60]=2)[C:55]1=[O:67])(C)(C)C.C(=O)([O-])[O-].[Cs+].[Cs+].O.ClCCl, predict the reaction product. (2) Given the reactants Br[C:2]1[CH:7]=[C:6]([C:8]([F:11])([F:10])[F:9])[CH:5]=[C:4]([C:12]2[CH:17]=[CH:16][C:15]([C:18]([F:21])([F:20])[F:19])=[CH:14][CH:13]=2)[N:3]=1.[I:22][C:23]1[N:24]=[CH:25][NH:26][CH:27]=1, predict the reaction product. The product is: [I:22][C:23]1[N:24]=[CH:25][N:26]([C:2]2[CH:7]=[C:6]([C:8]([F:11])([F:10])[F:9])[CH:5]=[C:4]([C:12]3[CH:17]=[CH:16][C:15]([C:18]([F:21])([F:20])[F:19])=[CH:14][CH:13]=3)[N:3]=2)[CH:27]=1. (3) Given the reactants [N:1]([C:4]1[CH:22]=[CH:21][C:7]([C:8]([NH:10][CH2:11][CH2:12][C:13]2[CH:18]=[CH:17][C:16]([O:19][CH3:20])=[CH:15][CH:14]=2)=[O:9])=[CH:6][CH:5]=1)=[N+:2]=[N-:3].[CH:23](O)=O, predict the reaction product. The product is: [N:1]([C:4]1[CH:5]=[CH:6][C:7]([C:8]([N:10]2[CH2:11][CH2:12][C:13]3[C:18](=[CH:17][C:16]([O:19][CH3:20])=[CH:15][CH:14]=3)[CH2:23]2)=[O:9])=[CH:21][CH:22]=1)=[N+:2]=[N-:3]. (4) Given the reactants [C:1]([NH:4][C:5]([OH:7])=[O:6])([OH:3])=[O:2].[C:8]([O:12][C:13]([NH:15][C:16]1[C:17]([C:36]2[CH:44]=[CH:43][C:39]([C:40]([O-:42])=[O:41])=[C:38]([F:45])[CH:37]=2)=[N:18][C:19]([CH:22]2[CH2:27][CH2:26][C:25]([O:28][Si](CC)(CC)CC)=[CH:24][CH2:23]2)=[CH:20][N:21]=1)=[O:14])([CH3:11])([CH3:10])[CH3:9].[B-](F)(F)(F)[F:47].[B-](F)(F)(F)F.C1[N+]2(CCl)CC[N+](F)(CC2)C1, predict the reaction product. The product is: [C:1]([NH:4][C:5]([OH:7])=[O:6])([OH:3])=[O:2].[C:8]([O:12][C:13]([NH:15][C:16]1[C:17]([C:36]2[CH:44]=[CH:43][C:39]([C:40]([O-:42])=[O:41])=[C:38]([F:45])[CH:37]=2)=[N:18][C:19]([CH:22]2[CH2:23][CH2:24][C:25](=[O:28])[CH:26]([F:47])[CH2:27]2)=[CH:20][N:21]=1)=[O:14])([CH3:9])([CH3:11])[CH3:10]. (5) Given the reactants [Br:1][CH2:2][C:3](Br)=[O:4].[Si:6]([O:13][C:14]1[CH:15]=[C:16]2[C:21](=[CH:22][CH:23]=1)[C:20]([CH3:25])([CH3:24])[NH:19][CH:18]([C:26]([O:28][CH3:29])=[O:27])[CH2:17]2)([C:9]([CH3:12])([CH3:11])[CH3:10])([CH3:8])[CH3:7].CCN(CC)CC, predict the reaction product. The product is: [Br:1][CH2:2][C:3]([N:19]1[CH:18]([C:26]([O:28][CH3:29])=[O:27])[CH2:17][C:16]2[C:21](=[CH:22][CH:23]=[C:14]([O:13][Si:6]([C:9]([CH3:12])([CH3:11])[CH3:10])([CH3:8])[CH3:7])[CH:15]=2)[C:20]1([CH3:25])[CH3:24])=[O:4]. (6) Given the reactants C[O:2][C:3]1[C:4]([CH3:36])=[C:5]([C:27]([O:34]C)=[C:28]([O:32][CH3:33])[C:29]=1[O:30][CH3:31])[CH2:6][C:7]1[CH:8]=[CH:9][C:10]([O:21][CH2:22][C:23]([O:25][CH3:26])=[O:24])=[C:11]([CH:20]=1)[C:12]([N:14]1[CH2:19][CH2:18][O:17][CH2:16][CH2:15]1)=[O:13].O=[N+]([O-])[O-].[O-][N+](=O)[O-].[O-][N+](=O)[O-].[O-][N+](=O)[O-].[O-][N+](=O)[O-].[O-][N+](=O)[O-].[Ce+4].[NH4+].[NH4+], predict the reaction product. The product is: [CH3:31][O:30][C:29]1[C:3](=[O:2])[C:4]([CH3:36])=[C:5]([CH2:6][C:7]2[CH:8]=[CH:9][C:10]([O:21][CH2:22][C:23]([O:25][CH3:26])=[O:24])=[C:11]([CH:20]=2)[C:12]([N:14]2[CH2:15][CH2:16][O:17][CH2:18][CH2:19]2)=[O:13])[C:27](=[O:34])[C:28]=1[O:32][CH3:33].